From a dataset of NCI-60 drug combinations with 297,098 pairs across 59 cell lines. Regression. Given two drug SMILES strings and cell line genomic features, predict the synergy score measuring deviation from expected non-interaction effect. (1) Drug 1: C1=NC2=C(N1)C(=S)N=CN2. Drug 2: CC1C(C(CC(O1)OC2CC(CC3=C2C(=C4C(=C3O)C(=O)C5=C(C4=O)C(=CC=C5)OC)O)(C(=O)CO)O)N)O.Cl. Cell line: SF-295. Synergy scores: CSS=39.1, Synergy_ZIP=-5.26, Synergy_Bliss=-3.38, Synergy_Loewe=-5.01, Synergy_HSA=0.00553. (2) Drug 1: CN(C)C1=NC(=NC(=N1)N(C)C)N(C)C. Drug 2: CC1C(C(CC(O1)OC2CC(OC(C2O)C)OC3=CC4=CC5=C(C(=O)C(C(C5)C(C(=O)C(C(C)O)O)OC)OC6CC(C(C(O6)C)O)OC7CC(C(C(O7)C)O)OC8CC(C(C(O8)C)O)(C)O)C(=C4C(=C3C)O)O)O)O. Cell line: HT29. Synergy scores: CSS=-8.04, Synergy_ZIP=3.82, Synergy_Bliss=1.74, Synergy_Loewe=-107, Synergy_HSA=-4.88.